From a dataset of CYP1A2 inhibition data for predicting drug metabolism from PubChem BioAssay. Regression/Classification. Given a drug SMILES string, predict its absorption, distribution, metabolism, or excretion properties. Task type varies by dataset: regression for continuous measurements (e.g., permeability, clearance, half-life) or binary classification for categorical outcomes (e.g., BBB penetration, CYP inhibition). Dataset: cyp1a2_veith. (1) The compound is O=C(CCN1C(=O)C2C3C=CC(C3)C2C1=O)Nc1c(F)cccc1F. The result is 0 (non-inhibitor). (2) The compound is O=C(Nc1ccc2c(c1)nc1n2CCN(C2CCCCC2)C1)NC1CCCCC1. The result is 0 (non-inhibitor). (3) The molecule is CCC(C)(C)c1ccc(Oc2cccc(C(=O)O)c2)cc1. The result is 0 (non-inhibitor).